The task is: Predict which catalyst facilitates the given reaction.. This data is from Catalyst prediction with 721,799 reactions and 888 catalyst types from USPTO. (1) Reactant: [NH:1]1[C:9]2[C:4](=[CH:5][C:6]([O:10][CH2:11][CH2:12][N:13]3[CH2:18][CH2:17][O:16][CH2:15][CH2:14]3)=[CH:7][CH:8]=2)C=[CH:2]1.P(Cl)(Cl)(Cl)=O.[OH-:24].[K+].Cl.Cl[CH2:28][CH2:29]Cl. Product: [O:16]1[CH2:17][CH2:18][N:13]([CH2:12][CH2:11][O:10][C:6]2[CH:7]=[C:8]3[C:9](=[CH:4][CH:5]=2)[NH:1][CH:2]=[C:28]3[CH:29]=[O:24])[CH2:14][CH2:15]1. The catalyst class is: 9. (2) The catalyst class is: 350. Product: [NH2:1][C:4]1[CH:25]=[C:24]([C:26]([F:28])([F:29])[F:27])[CH:23]=[CH:22][C:5]=1[O:6][CH2:7][CH2:8][N:9]1[CH2:10][CH2:11][N:12]([C:15]([O:17][C:18]([CH3:21])([CH3:20])[CH3:19])=[O:16])[CH2:13][CH2:14]1. Reactant: [N+:1]([C:4]1[CH:25]=[C:24]([C:26]([F:29])([F:28])[F:27])[CH:23]=[CH:22][C:5]=1[O:6][CH2:7][CH2:8][N:9]1[CH2:14][CH2:13][N:12]([C:15]([O:17][C:18]([CH3:21])([CH3:20])[CH3:19])=[O:16])[CH2:11][CH2:10]1)([O-])=O.